The task is: Predict the reactants needed to synthesize the given product.. This data is from Full USPTO retrosynthesis dataset with 1.9M reactions from patents (1976-2016). Given the product [F:1][C:2]1[C:10]([C:11]([F:14])([F:13])[F:12])=[CH:9][CH:8]=[CH:7][C:3]=1[C:4]([N:16]([CH3:15])[C:17]1[CH:18]=[N:19][CH:20]=[CH:21][C:22]=1[C:23]1[CH:28]=[CH:27][CH:26]=[CH:25][C:24]=1[CH3:29])=[O:5], predict the reactants needed to synthesize it. The reactants are: [F:1][C:2]1[C:10]([C:11]([F:14])([F:13])[F:12])=[CH:9][CH:8]=[CH:7][C:3]=1[C:4](Cl)=[O:5].[CH3:15][NH:16][C:17]1[CH:18]=[N:19][CH:20]=[CH:21][C:22]=1[C:23]1[CH:28]=[CH:27][CH:26]=[CH:25][C:24]=1[CH3:29].CCN(C(C)C)C(C)C.